Dataset: Experimentally validated miRNA-target interactions with 360,000+ pairs, plus equal number of negative samples. Task: Binary Classification. Given a miRNA mature sequence and a target amino acid sequence, predict their likelihood of interaction. (1) The miRNA is hcmv-miR-US33-5p with sequence GAUUGUGCCCGGACCGUGGGCG. The protein sequence of the target gene is MTAAVFFGCAFIAFGPALALYVFTIATDPLRVIFLIAGAFFWLVSLLLSSVFWFLVRVITDNRDGPVQNYLLIFGVLLSVCIQELFRLAYYKLLKKASEGLKSINPEETAPSMRLLAYVSGLGFGIMSGVFSFVNTLSNSLGPGTVGIHGDSPQFFLNSAFMTLVVIMLHVFWGVVFFDGCEKNKWYTLLTVLLTHLVVSTQTFLSPYYEVNLVTAYIIMVLMGIWAFYVAGGSCRSLKLCLLCQDKDFLLYNQRSR. Result: 0 (no interaction). (2) The protein sequence of the target gene is MRGFNLLLFWGCCVMHSWEGHIRPTRKPNTKGNNCRDSTLCPAYATCTNTVDSYYCACKQGFLSSNGQNHFKDPGVRCKDIDECSQSPQPCGPNSSCKNLSGRYKCSCLDGFSSPTGNDWVPGKPGNFSCTDINECLTSSVCPEHSDCVNSMGSYSCSCQVGFISRNSTCEDVDECADPRACPEHATCNNTVGNYSCFCNPGFESSSGHLSFQGLKASCEDIDECTEMCPINSTCTNTPGSYFCTCHPGFAPSNGQLNFTDQGVECRDIDECRQDPSTCGPNSICTNALGSYSCGCIAGF.... The miRNA is hsa-miR-335-5p with sequence UCAAGAGCAAUAACGAAAAAUGU. Result: 1 (interaction).